Dataset: Full USPTO retrosynthesis dataset with 1.9M reactions from patents (1976-2016). Task: Predict the reactants needed to synthesize the given product. (1) Given the product [F:1][C:2]1[CH:3]=[N:4][CH:5]=[CH:6][C:7]=1[C:8]1[N:9]=[C:10]2[CH:22]=[C:21]([C:23]3[CH:30]=[CH:29][C:26]([C:27]([NH2:28])=[O:31])=[CH:25][CH:24]=3)[NH:20][C:11]2=[N:12][C:13]=1[C:14]1[CH:15]=[N:16][CH:17]=[CH:18][CH:19]=1, predict the reactants needed to synthesize it. The reactants are: [F:1][C:2]1[CH:3]=[N:4][CH:5]=[CH:6][C:7]=1[C:8]1[N:9]=[C:10]2[CH:22]=[C:21]([C:23]3[CH:30]=[CH:29][C:26]([C:27]#[N:28])=[CH:25][CH:24]=3)[NH:20][C:11]2=[N:12][C:13]=1[C:14]1[CH:15]=[N:16][CH:17]=[CH:18][CH:19]=1.[OH-:31].[Na+]. (2) Given the product [CH2:35]([N:14]([CH2:13][CH2:12][CH2:11][CH2:10][CH2:9][C:8]([N:7]([CH2:23][C:24]1[S:25][CH:26]=[CH:27][CH:28]=1)[CH2:6][C:2]1[S:1][CH:5]=[CH:4][CH:3]=1)=[O:22])[C:15]([C:17]1[S:18][CH:19]=[CH:20][CH:21]=1)=[O:16])[C:36]1[CH:41]=[CH:40][CH:39]=[CH:38][CH:37]=1, predict the reactants needed to synthesize it. The reactants are: [S:1]1[CH:5]=[CH:4][CH:3]=[C:2]1[CH2:6][N:7]([CH2:23][C:24]1[S:25][CH:26]=[CH:27][CH:28]=1)[C:8](=[O:22])[CH2:9][CH2:10][CH2:11][CH2:12][CH2:13][NH:14][C:15]([C:17]1[S:18][CH:19]=[CH:20][CH:21]=1)=[O:16].C(=O)([O-])[O-].[Cs+].[Cs+].[CH2:35](Cl)[C:36]1[CH:41]=[CH:40][CH:39]=[CH:38][CH:37]=1.[H-].[Na+].